The task is: Predict the reactants needed to synthesize the given product.. This data is from Full USPTO retrosynthesis dataset with 1.9M reactions from patents (1976-2016). (1) Given the product [CH3:14][O:11][C:10]([C:6]1[CH:5]=[C:4]2[C:9](=[CH:8][CH:7]=1)[NH:1][N:2]=[CH:3]2)=[O:12], predict the reactants needed to synthesize it. The reactants are: [NH:1]1[C:9]2[C:4](=[CH:5][C:6]([C:10]([OH:12])=[O:11])=[CH:7][CH:8]=2)[CH:3]=[N:2]1.O.[CH3:14]O. (2) Given the product [C:9](=[O:10])([OH:12])[OH:11].[NH:13]1[CH2:17][CH2:16][C@@H:15]([NH:18][C:19]2[C:20]3[CH:21]=[CH:22][N:23]=[CH:24][C:25]=3[CH:26]=[CH:27][CH:28]=2)[CH2:14]1, predict the reactants needed to synthesize it. The reactants are: C(O)(=O)CCC(O)=O.[C:9](=[O:12])([OH:11])[OH:10].[NH:13]1[CH2:17][CH2:16][C@@H:15]([NH:18][C:19]2[C:20]3[CH:21]=[CH:22][N:23]=[CH:24][C:25]=3[CH:26]=[CH:27][CH:28]=2)[CH2:14]1.[OH-].[Na+]. (3) Given the product [CH2:1]([O:3][C:4](=[O:19])[C:5]([F:18])([F:17])[CH2:6][N:7]([C:23]1[C:24]([N+:28]([O-:30])=[O:29])=[CH:25][N:26]=[C:21]([Cl:20])[N:22]=1)[CH2:8][C:9]1[CH:14]=[CH:13][C:12]([O:15][CH3:16])=[CH:11][CH:10]=1)[CH3:2], predict the reactants needed to synthesize it. The reactants are: [CH2:1]([O:3][C:4](=[O:19])[C:5]([F:18])([F:17])[CH2:6][NH:7][CH2:8][C:9]1[CH:14]=[CH:13][C:12]([O:15][CH3:16])=[CH:11][CH:10]=1)[CH3:2].[Cl:20][C:21]1[N:26]=[C:25](Cl)[C:24]([N+:28]([O-:30])=[O:29])=[CH:23][N:22]=1.C(=O)(O)[O-].[Na+]. (4) Given the product [C:33]([NH:32][C:30]([C:8]1[C:6]2=[N:7][C:2]([C:42]3[C:41]4[C:45](=[CH:46][C:38]([F:37])=[CH:39][CH:40]=4)[NH:44][N:43]=3)=[CH:3][N:4]=[C:5]2[N:10]([C:11]([C:18]2[CH:23]=[CH:22][CH:21]=[CH:20][CH:19]=2)([C:24]2[CH:29]=[CH:28][CH:27]=[CH:26][CH:25]=2)[C:12]2[CH:13]=[CH:14][CH:15]=[CH:16][CH:17]=2)[CH:9]=1)=[O:31])([CH3:35])([CH3:34])[CH3:36], predict the reactants needed to synthesize it. The reactants are: Br[C:2]1[N:7]=[C:6]2[C:8]([C:30]([NH:32][C:33]([CH3:36])([CH3:35])[CH3:34])=[O:31])=[CH:9][N:10]([C:11]([C:24]3[CH:29]=[CH:28][CH:27]=[CH:26][CH:25]=3)([C:18]3[CH:23]=[CH:22][CH:21]=[CH:20][CH:19]=3)[C:12]3[CH:17]=[CH:16][CH:15]=[CH:14][CH:13]=3)[C:5]2=[N:4][CH:3]=1.[F:37][C:38]1[CH:46]=[C:45]2[C:41]([C:42]([Sn](CCCC)(CCCC)CCCC)=[N:43][NH:44]2)=[CH:40][CH:39]=1.